Dataset: Reaction yield outcomes from USPTO patents with 853,638 reactions. Task: Predict the reaction yield, written as a fraction of the theoretical maximum amount of product (1.0 means a 100% yield; for example, 0.34 means a 34% yield). (1) The reactants are [CH3:1][O:2][C:3]1[CH:4]=[C:5]2[C:10](=[CH:11][C:12]=1[O:13][CH3:14])[N:9]=[CH:8][N:7]=[C:6]2[O:15][C:16]1[CH:22]=[CH:21][C:19]([NH2:20])=[CH:18][CH:17]=1.C(N(CC)CC)C.ClC(Cl)(O[C:34](=[O:40])OC(Cl)(Cl)Cl)Cl.[N:42]1([CH2:48][CH2:49][NH2:50])[CH2:47][CH2:46][CH2:45][CH2:44][CH2:43]1. The catalyst is C(Cl)(Cl)Cl.O. The product is [CH3:1][O:2][C:3]1[CH:4]=[C:5]2[C:10](=[CH:11][C:12]=1[O:13][CH3:14])[N:9]=[CH:8][N:7]=[C:6]2[O:15][C:16]1[CH:22]=[CH:21][C:19]([NH:20][C:34]([NH:50][CH2:49][CH2:48][N:42]2[CH2:47][CH2:46][CH2:45][CH2:44][CH2:43]2)=[O:40])=[CH:18][CH:17]=1. The yield is 0.550. (2) The reactants are [Cl:1][C:2]1[C:3]2[CH:10]=[CH:9][N:8]([C@H:11]3[C@@H:15]4[O:16][C:17]([CH3:20])([CH3:19])[O:18][C@@H:14]4[C@@H:13]([CH2:21]O)[CH2:12]3)[C:4]=2[N:5]=[CH:6][N:7]=1.C1C=CC(P(C2C=CC=CC=2)C2C=CC=CC=2)=CC=1.N(C(OC(C)C)=O)=NC(OC(C)C)=O.C1C=CC(OP(OC2C=CC=CC=2)([N:65]=[N+:66]=[N-:67])=O)=CC=1. The catalyst is C1COCC1. The product is [N:65]([CH2:21][C@@H:13]1[C@H:14]2[O:18][C:17]([CH3:19])([CH3:20])[O:16][C@H:15]2[C@H:11]([N:8]2[C:4]3[N:5]=[CH:6][N:7]=[C:2]([Cl:1])[C:3]=3[CH:10]=[CH:9]2)[CH2:12]1)=[N+:66]=[N-:67]. The yield is 0.780. (3) The reactants are [CH3:1][C@@H:2]1[O:6][S:5](=[O:7])[N:4]([C:8]([O:10][C:11]([CH3:14])([CH3:13])[CH3:12])=[O:9])[CH2:3]1.I([O-])(=O)(=O)=[O:16].[Na+]. The catalyst is C(#N)C.O.C(OCC)(=O)C. The product is [CH3:1][C@@H:2]1[O:6][S:5](=[O:16])(=[O:7])[N:4]([C:8]([O:10][C:11]([CH3:13])([CH3:12])[CH3:14])=[O:9])[CH2:3]1. The yield is 0.970. (4) The reactants are [CH2:1]([O:8][C:9]([NH:11][C:12]1[CH:27]=[CH:26][C:15]([O:16][C:17]2[CH:22]=[CH:21][N:20]=[C:19](C(O)=O)[CH:18]=2)=[CH:14][C:13]=1[F:28])=[O:10])[C:2]1[CH:7]=[CH:6][CH:5]=[CH:4][CH:3]=1.C([N:31]([CH2:34]C)CC)C.C1(P(N=[N+]=[N-])(C2C=CC=CC=2)=[O:43])C=CC=CC=1.C(OCC)(=O)C.[C:59]([OH:63])([CH3:62])([CH3:61])[CH3:60]. No catalyst specified. The product is [CH2:1]([O:8][C:9]([NH:11][C:12]1[CH:27]=[CH:26][C:15]([O:16][C:17]2[CH:22]=[CH:21][N:20]=[C:19]([NH:31][C:34](=[O:43])[O:63][C:59]([CH3:62])([CH3:61])[CH3:60])[CH:18]=2)=[CH:14][C:13]=1[F:28])=[O:10])[C:2]1[CH:3]=[CH:4][CH:5]=[CH:6][CH:7]=1. The yield is 0.655. (5) The reactants are [CH2:1]([NH:3][C:4]1[C:5]([NH2:11])=[N:6][CH:7]=[N:8][C:9]=1[Cl:10])[CH3:2].[O:12]1CCOC[CH2:13]1. No catalyst specified. The product is [CH2:1]([N:3]1[C:4]2[C:5](=[N:6][CH:7]=[N:8][C:9]=2[Cl:10])[NH:11][C:13]1=[O:12])[CH3:2]. The yield is 0.600. (6) The reactants are [Br:1]Br.[F:3][C:4]1[CH:9]=[CH:8][C:7]([CH:10]2[C:23]3[CH:22]=[CH:21][C:20]4[C:15](=[N:16][CH:17]=[CH:18][CH:19]=4)[C:14]=3[NH:13][S:12](=[O:25])(=[O:24])[N:11]2[CH3:26])=[CH:6][CH:5]=1. The catalyst is O1CCOCC1.C(Cl)(Cl)Cl. The product is [Br:1][C:21]1[C:20]2[C:15]([C:14]3[NH:13][S:12](=[O:25])(=[O:24])[N:11]([CH3:26])[CH:10]([C:7]4[CH:8]=[CH:9][C:4]([F:3])=[CH:5][CH:6]=4)[C:23]=3[CH:22]=1)=[N:16][CH:17]=[CH:18][CH:19]=2. The yield is 0.280.